From a dataset of NCI-60 drug combinations with 297,098 pairs across 59 cell lines. Regression. Given two drug SMILES strings and cell line genomic features, predict the synergy score measuring deviation from expected non-interaction effect. (1) Drug 1: C1=NC2=C(N=C(N=C2N1C3C(C(C(O3)CO)O)F)Cl)N. Drug 2: CC1=C(N=C(N=C1N)C(CC(=O)N)NCC(C(=O)N)N)C(=O)NC(C(C2=CN=CN2)OC3C(C(C(C(O3)CO)O)O)OC4C(C(C(C(O4)CO)O)OC(=O)N)O)C(=O)NC(C)C(C(C)C(=O)NC(C(C)O)C(=O)NCCC5=NC(=CS5)C6=NC(=CS6)C(=O)NCCC[S+](C)C)O. Cell line: NCI-H322M. Synergy scores: CSS=4.38, Synergy_ZIP=-1.06, Synergy_Bliss=3.69, Synergy_Loewe=4.63, Synergy_HSA=3.51. (2) Drug 1: CC(CN1CC(=O)NC(=O)C1)N2CC(=O)NC(=O)C2. Drug 2: C1=C(C(=O)NC(=O)N1)F. Cell line: HOP-62. Synergy scores: CSS=34.0, Synergy_ZIP=-6.89, Synergy_Bliss=-3.84, Synergy_Loewe=-11.9, Synergy_HSA=-0.599. (3) Drug 1: CS(=O)(=O)C1=CC(=C(C=C1)C(=O)NC2=CC(=C(C=C2)Cl)C3=CC=CC=N3)Cl. Drug 2: N.N.Cl[Pt+2]Cl. Cell line: RXF 393. Synergy scores: CSS=14.7, Synergy_ZIP=-2.22, Synergy_Bliss=-1.55, Synergy_Loewe=-0.693, Synergy_HSA=-0.430. (4) Drug 1: CC12CCC3C(C1CCC2=O)CC(=C)C4=CC(=O)C=CC34C. Drug 2: C(CCl)NC(=O)N(CCCl)N=O. Cell line: NCIH23. Synergy scores: CSS=55.5, Synergy_ZIP=-0.895, Synergy_Bliss=-1.25, Synergy_Loewe=-4.60, Synergy_HSA=-1.56. (5) Cell line: ACHN. Drug 1: CCN(CC)CCCC(C)NC1=C2C=C(C=CC2=NC3=C1C=CC(=C3)Cl)OC. Synergy scores: CSS=52.2, Synergy_ZIP=-3.60, Synergy_Bliss=-4.99, Synergy_Loewe=-12.5, Synergy_HSA=-0.366. Drug 2: CC1CCCC2(C(O2)CC(NC(=O)CC(C(C(=O)C(C1O)C)(C)C)O)C(=CC3=CSC(=N3)C)C)C. (6) Drug 1: CC1=C2C(C(=O)C3(C(CC4C(C3C(C(C2(C)C)(CC1OC(=O)C(C(C5=CC=CC=C5)NC(=O)OC(C)(C)C)O)O)OC(=O)C6=CC=CC=C6)(CO4)OC(=O)C)O)C)O. Drug 2: CC1=C(N=C(N=C1N)C(CC(=O)N)NCC(C(=O)N)N)C(=O)NC(C(C2=CN=CN2)OC3C(C(C(C(O3)CO)O)O)OC4C(C(C(C(O4)CO)O)OC(=O)N)O)C(=O)NC(C)C(C(C)C(=O)NC(C(C)O)C(=O)NCCC5=NC(=CS5)C6=NC(=CS6)C(=O)NCCC[S+](C)C)O. Cell line: TK-10. Synergy scores: CSS=12.9, Synergy_ZIP=-5.85, Synergy_Bliss=-3.90, Synergy_Loewe=-2.89, Synergy_HSA=-2.00.